From a dataset of Catalyst prediction with 721,799 reactions and 888 catalyst types from USPTO. Predict which catalyst facilitates the given reaction. (1) Reactant: [F:1][C:2]1[CH:3]=[CH:4][C:5]2[N:9]=[CH:8][N:7]([C:10]3[N:18]=[C:17]4[C:13]([NH:14][C:15](=[S:30])[N:16]4[C@H:19]4[C:28]5[C:23](=[C:24]([F:29])[CH:25]=[CH:26][CH:27]=5)[O:22][CH2:21][CH2:20]4)=[CH:12][N:11]=3)[C:6]=2[CH:31]=1.[CH3:32]CN(P1(N(C)CCCN1)=NC(C)(C)C)CC.IC. Product: [F:1][C:2]1[CH:3]=[CH:4][C:5]2[N:9]=[CH:8][N:7]([C:10]3[N:18]=[C:17]4[C:13]([NH:14][CH:15]([S:30][CH3:32])[N:16]4[C@H:19]4[C:28]5[C:23](=[C:24]([F:29])[CH:25]=[CH:26][CH:27]=5)[O:22][CH2:21][CH2:20]4)=[CH:12][N:11]=3)[C:6]=2[CH:31]=1. The catalyst class is: 10. (2) Reactant: C[O:2][C:3](=[O:42])[C:4]1[CH:9]=[CH:8][CH:7]=[CH:6][C:5]=1[C:10]#[C:11][C:12]12[CH2:38][CH2:37][C@@H:36]([C:39]([CH3:41])=[CH2:40])[CH:13]1[CH:14]1[C@@:27]([CH3:30])([CH2:28][CH2:29]2)[C@@:26]2([CH3:31])[CH:17]([C@:18]3([CH3:35])[CH:23]([CH2:24][CH2:25]2)[C:22]([CH3:33])([CH3:32])[C@@H:21]([OH:34])[CH2:20][CH2:19]3)[CH2:16][CH2:15]1.[OH-].[Na+]. Product: [OH:34][C@H:21]1[CH2:20][CH2:19][C@@:18]2([CH3:35])[CH:23]([CH2:24][CH2:25][C@:26]3([CH3:31])[CH:17]2[CH2:16][CH2:15][CH:14]2[C@@:27]3([CH3:30])[CH2:28][CH2:29][C:12]3([C:11]#[C:10][C:5]4[CH:6]=[CH:7][CH:8]=[CH:9][C:4]=4[C:3]([OH:42])=[O:2])[CH2:38][CH2:37][C@@H:36]([C:39]([CH3:41])=[CH2:40])[CH:13]32)[C:22]1([CH3:33])[CH3:32]. The catalyst class is: 36. (3) Reactant: [Cl:1][C:2]1[CH:7]=[CH:6][CH:5]=[CH:4][C:3]=1[C:8]1[C:12]([CH2:13][OH:14])=[CH:11][N:10]([C:15]2[C:20]([CH3:21])=[CH:19][N:18]=[C:17]([F:22])[CH:16]=2)[N:9]=1.C1C=C[NH+]=CC=1.[O-][Cr](Cl)(=O)=O. Product: [Cl:1][C:2]1[CH:7]=[CH:6][CH:5]=[CH:4][C:3]=1[C:8]1[C:12]([CH:13]=[O:14])=[CH:11][N:10]([C:15]2[C:20]([CH3:21])=[CH:19][N:18]=[C:17]([F:22])[CH:16]=2)[N:9]=1. The catalyst class is: 2. (4) Reactant: [Cl:1][C:2]1[CH:7]=[CH:6][CH:5]=[CH:4][C:3]=1[C:8]1[N:13]=[C:12]([NH:14][C:15]([C:17]2[N:18]([CH3:27])[N:19]=[C:20]([C:23]([CH3:26])([CH3:25])[CH3:24])[C:21]=2[Cl:22])=O)[C:11]([N+:28]([O-])=O)=[CH:10][CH:9]=1. Product: [C:23]([C:20]1[C:21]([Cl:22])=[C:17]([C:15]2[NH:28][C:11]3[C:12]([N:14]=2)=[N:13][C:8]([C:3]2[CH:4]=[CH:5][CH:6]=[CH:7][C:2]=2[Cl:1])=[CH:9][CH:10]=3)[N:18]([CH3:27])[N:19]=1)([CH3:26])([CH3:25])[CH3:24]. The catalyst class is: 180. (5) Reactant: [OH:1][C:2]1[C:10]([N+:11]([O-])=O)=[CH:9][CH:8]=[C:7]([O:14][CH3:15])[C:3]=1[C:4]([NH2:6])=[O:5]. Product: [NH2:11][C:10]1[C:2]([OH:1])=[C:3]([C:7]([O:14][CH3:15])=[CH:8][CH:9]=1)[C:4]([NH2:6])=[O:5]. The catalyst class is: 19. (6) Reactant: [CH3:1][C:2]1[NH:7][C:6]([CH3:8])=[C:5]([C:9]([O:11][CH2:12][CH2:13][N:14]2[CH2:19][CH2:18][N:17]([CH:20]([C:27]3[CH:28]=[CH:29][CH:30]=[CH:31][CH:32]=3)[C:21]3[CH:22]=[CH:23][CH:24]=[CH:25][CH:26]=3)[CH2:16][CH2:15]2)=[O:10])[CH:4]([C:33]2[CH:34]=[CH:35][CH:36]=[C:37]([N+:39]([O-:41])=[O:40])[CH:38]=2)[C:3]=1[C:42]([O:44][CH3:45])=[O:43].CC(O)C.[ClH:50]. Product: [CH3:1][C:2]1[NH:7][C:6]([CH3:8])=[C:5]([C:9]([O:11][CH2:12][CH2:13][N:14]2[CH2:15][CH2:16][N:17]([CH:20]([C:27]3[CH:32]=[CH:31][CH:30]=[CH:29][CH:28]=3)[C:21]3[CH:22]=[CH:23][CH:24]=[CH:25][CH:26]=3)[CH2:18][CH2:19]2)=[O:10])[CH:4]([C:33]2[CH:34]=[CH:35][CH:36]=[C:37]([N+:39]([O-:41])=[O:40])[CH:38]=2)[C:3]=1[C:42]([O:44][CH3:45])=[O:43].[ClH:50].[ClH:50]. The catalyst class is: 21. (7) Reactant: [Na].[CH2:2]([O:4][C:5]([C@@:7]12[CH2:25][C@H:24]1[CH:23]=[CH:22][CH2:21][CH2:20][CH2:19][CH2:18][CH2:17][C@H:16]([NH:26][C:27]([O:29][CH:30]1[CH2:34][CH2:33][CH2:32][CH2:31]1)=[O:28])[C:15](=[O:35])[N:14]1[C@@H:10]([CH2:11][C@@H:12]([O:36][C:37]3[C:46]4[C:41](=[CH:42][C:43]([O:47][CH3:48])=[CH:44][CH:45]=4)[N:40]=[C:39]([C:49](O)=[O:50])[CH:38]=3)[CH2:13]1)[C:9](=[O:52])[NH:8]2)=[O:6])[CH3:3].CCN(CC)CC.C(OC(Cl)=O)C(C)C.[N+:68](=[CH2:70])=[N-:69].CN(N=O)C(N[N+]([O-])=O)=N.[OH-].[K+]. Product: [CH2:2]([O:4][C:5]([C@@:7]12[CH2:25][C@H:24]1[CH:23]=[CH:22][CH2:21][CH2:20][CH2:19][CH2:18][CH2:17][C@H:16]([NH:26][C:27]([O:29][CH:30]1[CH2:31][CH2:32][CH2:33][CH2:34]1)=[O:28])[C:15](=[O:35])[N:14]1[C@@H:10]([CH2:11][C@@H:12]([O:36][C:37]3[C:46]4[C:41](=[CH:42][C:43]([O:47][CH3:48])=[CH:44][CH:45]=4)[N:40]=[C:39]([C:49](=[O:50])[CH:70]=[N+:68]=[N-:69])[CH:38]=3)[CH2:13]1)[C:9](=[O:52])[NH:8]2)=[O:6])[CH3:3]. The catalyst class is: 116. (8) Reactant: Cl[C:2]1[C:3]([O:8][C:9]2[CH:14]=[CH:13][C:12]([NH:15][C:16]3[CH:21]=[CH:20][CH:19]=[CH:18][N:17]=3)=[CH:11][CH:10]=2)=[N:4][CH:5]=[CH:6][N:7]=1.[CH3:22][C:23]1[CH:28]=[C:27](B(O)O)[CH:26]=[CH:25][N:24]=1.C(=O)([O-])[O-].[Cs+].[Cs+]. Product: [CH3:22][C:23]1[CH:28]=[C:27]([C:2]2[C:3]([O:8][C:9]3[CH:14]=[CH:13][C:12]([NH:15][C:16]4[CH:21]=[CH:20][CH:19]=[CH:18][N:17]=4)=[CH:11][CH:10]=3)=[N:4][CH:5]=[CH:6][N:7]=2)[CH:26]=[CH:25][N:24]=1. The catalyst class is: 628.